This data is from Forward reaction prediction with 1.9M reactions from USPTO patents (1976-2016). The task is: Predict the product of the given reaction. (1) Given the reactants [N+:1]([C:4]1[CH:17]=[CH:16][C:7]([O:8][C:9]2[CH:14]=[CH:13][C:12]([OH:15])=[CH:11][CH:10]=2)=[CH:6][CH:5]=1)([O-:3])=[O:2].[CH3:18][N:19]([C:23]1[CH:28]=[CH:27][CH:26]=[CH:25][CH:24]=1)[C:20](Cl)=[O:21], predict the reaction product. The product is: [N+:1]([C:4]1[CH:17]=[CH:16][C:7]([O:8][C:9]2[CH:14]=[CH:13][C:12]([O:15][C:20](=[O:21])[N:19]([CH3:18])[C:23]3[CH:28]=[CH:27][CH:26]=[CH:25][CH:24]=3)=[CH:11][CH:10]=2)=[CH:6][CH:5]=1)([O-:3])=[O:2]. (2) The product is: [Cl:27][CH2:23][CH2:24][C:19]1[C:20](=[O:21])[N:3]2[CH:4]=[CH:5][CH:6]=[C:7]([O:8][CH2:9][C:10]3[CH:11]=[CH:12][CH:13]=[CH:14][CH:15]=3)[C:2]2=[N:1][C:16]=1[CH3:17]. Given the reactants [NH2:1][C:2]1[C:7]([O:8][CH2:9][C:10]2[CH:15]=[CH:14][CH:13]=[CH:12][CH:11]=2)=[CH:6][CH:5]=[CH:4][N:3]=1.[C:16]([CH:19]1[CH2:24][CH2:23]O[C:20]1=[O:21])(=O)[CH3:17].P(Cl)(Cl)([Cl:27])=O.[OH-].[NH4+], predict the reaction product. (3) Given the reactants [S:1]1[CH:5]=[CH:4][C:3]2[CH:6]=[CH:7][CH:8]=[CH:9][C:2]1=2.[Li]C(C)(C)C.[CH2:15](Br)[C:16]1[CH:21]=[CH:20][CH:19]=[CH:18][CH:17]=1, predict the reaction product. The product is: [CH2:15]([C:5]1[S:1][C:2]2[CH:9]=[CH:8][CH:7]=[CH:6][C:3]=2[CH:4]=1)[C:16]1[CH:21]=[CH:20][CH:19]=[CH:18][CH:17]=1. (4) Given the reactants [Cl:1][C:2]1[CH:3]=[C:4]([CH:12]([CH2:19][C@H:20]2[CH2:40][CH2:39][C:22]3([O:26][C@H:25]([C:27]4[CH:32]=[CH:31][CH:30]=[CH:29][CH:28]=4)[C@@H:24]([C:33]4[CH:38]=[CH:37][CH:36]=[CH:35][CH:34]=4)[O:23]3)[CH2:21]2)[C:13](N(OC)C)=[O:14])[CH:5]=[CH:6][C:7]=1[S:8]([CH3:11])(=[O:10])=[O:9].[CH:41]([Mg]Br)=[CH2:42].Cl, predict the reaction product. The product is: [Cl:1][C:2]1[CH:3]=[C:4]([CH:12]([CH2:19][C@H:20]2[CH2:40][CH2:39][C:22]3([O:23][C@H:24]([C:33]4[CH:34]=[CH:35][CH:36]=[CH:37][CH:38]=4)[C@@H:25]([C:27]4[CH:28]=[CH:29][CH:30]=[CH:31][CH:32]=4)[O:26]3)[CH2:21]2)[C:13](=[O:14])[CH:41]=[CH2:42])[CH:5]=[CH:6][C:7]=1[S:8]([CH3:11])(=[O:10])=[O:9]. (5) Given the reactants [CH3:1][O:2][C:3](=[O:36])[NH:4][C@H:5]([C:9]([N:11]1[CH2:15][CH2:14][CH2:13][C@H:12]1[C:16]1[NH:17][C:18]([C:21]2[CH:26]=[CH:25][C:24](B3OC(C)(C)C(C)(C)O3)=[CH:23][CH:22]=2)=[CH:19][N:20]=1)=[O:10])[CH:6]([CH3:8])[CH3:7].[CH3:37][O:38][C:39](=[O:68])[NH:40][C@@H:41]1[CH:49]2[C:50](=[O:66])[CH2:51][C@H:52]([C:54]3[NH:55][C:56]([C:59]4[CH:64]=[CH:63][C:62](Br)=[CH:61][CH:60]=4)=[CH:57][N:58]=3)[CH2:53][N:47]3[C:48]2=[C:44]([CH:45]=[CH:46]3)[C:43](=[O:67])[CH2:42]1.C(=O)(O)[O-].[Na+], predict the reaction product. The product is: [CH3:37][O:38][C:39](=[O:68])[NH:40][C@@H:41]1[CH:49]2[C:50](=[O:66])[CH2:51][C@H:52]([C:54]3[NH:55][C:56]([C:59]4[CH:60]=[CH:61][C:62]([C:24]5[CH:25]=[CH:26][C:21]([C:18]6[NH:17][C:16]([C@@H:12]7[CH2:13][CH2:14][CH2:15][N:11]7[C:9](=[O:10])[C@@H:5]([NH:4][C:3]([O:2][CH3:1])=[O:36])[CH:6]([CH3:8])[CH3:7])=[N:20][CH:19]=6)=[CH:22][CH:23]=5)=[CH:63][CH:64]=4)=[CH:57][N:58]=3)[CH2:53][N:47]3[C:48]2=[C:44]([CH:45]=[CH:46]3)[C:43](=[O:67])[CH2:42]1. (6) Given the reactants [C:1]([O:5][C:6]([NH:8][C@H:9]([CH2:21][CH2:22][S:23][CH3:24])[CH:10]([O:14]C1CCCCO1)[C:11]([OH:13])=[O:12])=[O:7])([CH3:4])([CH3:3])[CH3:2].[CH3:25][Si](C=[N+]=[N-])(C)C.C(O)(=O)C, predict the reaction product. The product is: [C:1]([O:5][C:6]([NH:8][C@H:9]([CH2:21][CH2:22][S:23][CH3:24])[CH:10]([OH:14])[C:11]([O:13][CH3:25])=[O:12])=[O:7])([CH3:4])([CH3:3])[CH3:2].